Task: Predict the product of the given reaction.. Dataset: Forward reaction prediction with 1.9M reactions from USPTO patents (1976-2016) (1) Given the reactants Br[C:2]1[CH:3]=[N:4][C:5]2[C:6]3[CH:7]=[CH:8][CH:9]=[C:10]([CH:30]=3)[C@@H:11]([NH:22][C:23](=[O:29])[O:24][C:25]([CH3:28])([CH3:27])[CH3:26])[CH2:12][CH2:13][CH2:14][C@@H:15]([CH3:21])[C:16](=[O:20])[NH:17][C:18]=2[CH:19]=1.[CH3:31][N:32](C=O)C, predict the reaction product. The product is: [C:31]([C:2]1[CH:3]=[N:4][C:5]2[C:6]3[CH:7]=[CH:8][CH:9]=[C:10]([CH:30]=3)[C@@H:11]([NH:22][C:23](=[O:29])[O:24][C:25]([CH3:28])([CH3:26])[CH3:27])[CH2:12][CH2:13][CH2:14][C@@H:15]([CH3:21])[C:16](=[O:20])[NH:17][C:18]=2[CH:19]=1)#[N:32]. (2) Given the reactants FC(F)(F)C([NH:5][CH2:6][C:7]1[CH:12]=[CH:11][C:10]([F:13])=[C:9]([CH:14]2[CH2:19][CH2:18][N:17]([C:20]([C:22]3[NH:30][C:25]4=[N:26][CH:27]=[CH:28][CH:29]=[C:24]4[CH:23]=3)=[O:21])[CH2:16][CH2:15]2)[CH:8]=1)=O.C([O-])([O-])=O.[K+].[K+].[ClH:39].O1CCOCC1, predict the reaction product. The product is: [ClH:39].[ClH:39].[NH2:5][CH2:6][C:7]1[CH:12]=[CH:11][C:10]([F:13])=[C:9]([CH:14]2[CH2:19][CH2:18][N:17]([C:20]([C:22]3[NH:30][C:25]4=[N:26][CH:27]=[CH:28][CH:29]=[C:24]4[CH:23]=3)=[O:21])[CH2:16][CH2:15]2)[CH:8]=1. (3) Given the reactants [NH:1]1[CH2:6][CH2:5][CH:4]([OH:7])[CH2:3][CH2:2]1.Cl[C:9]1[CH:14]=[CH:13][CH:12]=[CH:11][N:10]=1.CCN(C(C)C)C(C)C, predict the reaction product. The product is: [N:1]1([C:9]2[CH:14]=[CH:13][CH:12]=[CH:11][N:10]=2)[CH2:6][CH2:5][CH:4]([OH:7])[CH2:3][CH2:2]1. (4) Given the reactants [NH2:1][CH2:2][CH2:3][NH:4]CCC[SiH3].[CH2:9]([O:13][CH2:14][NH:15][C:16](=[O:19])[CH:17]=[CH2:18])[CH2:10][CH2:11][CH3:12].C(#N)C, predict the reaction product. The product is: [CH2:9]([O:13][CH2:14][NH:15][C:16](=[O:19])[CH:17]=[CH2:18])[CH2:10][CH2:11][CH3:12].[CH2:3]([NH2:4])[CH2:2][NH2:1]. (5) Given the reactants Br[CH2:2][C:3](Br)=[O:4].[C:6]1([CH2:16][NH2:17])[C:15]2[C:10](=[CH:11][CH:12]=[CH:13][CH:14]=2)[CH:9]=[CH:8][CH:7]=1.[CH3:18][O:19][C:20]1[CH:21]=[C:22]([CH:39]=[CH:40][C:41]=1[O:42][CH3:43])[CH2:23][CH:24]1[C:30]2[CH:31]=[C:32]([O:37][CH3:38])[C:33]([O:35][CH3:36])=[CH:34][C:29]=2[CH2:28][CH2:27][CH2:26][NH:25]1, predict the reaction product. The product is: [CH3:18][O:19][C:20]1[CH:21]=[C:22]([CH:39]=[CH:40][C:41]=1[O:42][CH3:43])[CH2:23][CH:24]1[C:30]2[CH:31]=[C:32]([O:37][CH3:38])[C:33]([O:35][CH3:36])=[CH:34][C:29]=2[CH2:28][CH2:27][CH2:26][N:25]1[CH2:2][C:3]([NH:17][CH2:16][C:6]1[C:15]2[C:10](=[CH:11][CH:12]=[CH:13][CH:14]=2)[CH:9]=[CH:8][CH:7]=1)=[O:4].